This data is from Full USPTO retrosynthesis dataset with 1.9M reactions from patents (1976-2016). The task is: Predict the reactants needed to synthesize the given product. (1) Given the product [Cl:1][C:2]1[CH:11]=[C:10]2[C:5]([NH:6][CH2:7][CH:8]3[CH2:15][N:14]([C:16]([O:18][CH2:19][C:20]4[CH:21]=[CH:22][CH:23]=[CH:24][CH:25]=4)=[O:17])[CH2:13][CH2:12][N:9]32)=[CH:4][CH:3]=1, predict the reactants needed to synthesize it. The reactants are: [Cl:1][C:2]1[CH:11]=[C:10]2[C:5]([NH:6][C:7](=O)[CH:8]3[CH2:15][N:14]([C:16]([O:18][CH2:19][C:20]4[CH:25]=[CH:24][CH:23]=[CH:22][CH:21]=4)=[O:17])[CH2:13][CH2:12][N:9]32)=[CH:4][CH:3]=1.B.C1COCC1.CO. (2) Given the product [S:1]1[CH:5]=[CH:4][C:3]2[C:6]([N:10]3[CH2:15][CH2:14][N:13]([CH2:16][CH2:17][CH2:18][Cl:21])[CH2:12][CH2:11]3)=[CH:7][CH:8]=[CH:9][C:2]1=2, predict the reactants needed to synthesize it. The reactants are: [S:1]1[CH:5]=[CH:4][C:3]2[C:6]([N:10]3[CH2:15][CH2:14][N:13]([CH2:16][CH2:17][CH2:18]O)[CH2:12][CH2:11]3)=[CH:7][CH:8]=[CH:9][C:2]1=2.C(Cl)(Cl)(Cl)[Cl:21].C1(P(C2C=CC=CC=2)C2C=CC=CC=2)C=CC=CC=1.CO.